Dataset: Reaction yield outcomes from USPTO patents with 853,638 reactions. Task: Predict the reaction yield, written as a fraction of the theoretical maximum amount of product (1.0 means a 100% yield; for example, 0.34 means a 34% yield). (1) The reactants are [OH:1][C:2]1[N:6]([C:7]2[CH:12]=[CH:11][C:10]([C:13](=[O:20])[NH:14][CH2:15][CH2:16][CH2:17][O:18][CH3:19])=[CH:9][N:8]=2)[N:5]=[CH:4][C:3]=1[C:21]([O:23][CH2:24][CH3:25])=[O:22].CO.[Si](C=[N+]=[N-])(C)(C)[CH3:29].C(O)(=O)C. The catalyst is C(Cl)Cl. The product is [CH3:29][O:1][C:2]1[N:6]([C:7]2[CH:12]=[CH:11][C:10]([C:13](=[O:20])[NH:14][CH2:15][CH2:16][CH2:17][O:18][CH3:19])=[CH:9][N:8]=2)[N:5]=[CH:4][C:3]=1[C:21]([O:23][CH2:24][CH3:25])=[O:22]. The yield is 0.870. (2) The reactants are [Cl-].O[NH3+:3].[C:4](=[O:7])([O-])[OH:5].[Na+].CS(C)=O.[F:13][C:14]1[CH:15]=[C:16]([N:22]2[C:27](=[O:28])[C:26]([CH2:29][C:30]3[CH:35]=[CH:34][C:33]([C:36]4[C:37]([C:42]#[N:43])=[CH:38][CH:39]=[CH:40][CH:41]=4)=[CH:32][CH:31]=3)=[C:25]([CH2:44][CH2:45][CH3:46])[N:24]3[N:47]=[CH:48][N:49]=[C:23]23)[CH:17]=[CH:18][C:19]=1[O:20][CH3:21]. The product is [F:13][C:14]1[CH:15]=[C:16]([N:22]2[C:27](=[O:28])[C:26]([CH2:29][C:30]3[CH:31]=[CH:32][C:33]([C:36]4[CH:41]=[CH:40][CH:39]=[CH:38][C:37]=4[C:42]4[NH:3][C:4](=[O:7])[O:5][N:43]=4)=[CH:34][CH:35]=3)=[C:25]([CH2:44][CH2:45][CH3:46])[N:24]3[N:47]=[CH:48][N:49]=[C:23]23)[CH:17]=[CH:18][C:19]=1[O:20][CH3:21]. The catalyst is C(OCC)(=O)C. The yield is 0.600. (3) The reactants are CI.[CH3:3][N:4]1[C:8]([C:9]2[CH:10]=[N:11][CH:12]=[CH:13][CH:14]=2)=[N:7][NH:6][C:5]1=[S:15].[OH-].[Na+].[CH2:18](Cl)Cl. The catalyst is CCO. The product is [CH3:3][N:4]1[C:5]([S:15][CH3:18])=[N:6][N:7]=[C:8]1[C:9]1[CH:10]=[N:11][CH:12]=[CH:13][CH:14]=1. The yield is 0.980. (4) The product is [Cl:10][C:11]1[CH:12]=[C:13]([C:17]2[N:21]=[C:20]([CH:22]3[N:27]([CH3:1])[CH2:26][CH2:25][N:24]4[C:28]([C:31]5[CH:36]=[CH:35][C:34]([O:37][CH3:38])=[CH:33][CH:32]=5)=[N:29][N:30]=[C:23]34)[O:19][N:18]=2)[CH:14]=[CH:15][CH:16]=1. The yield is 0.770. The catalyst is CO.O. The reactants are [CH:1](O)=O.C=O.C([BH3-])#N.[Na+].[Cl:10][C:11]1[CH:12]=[C:13]([C:17]2[N:21]=[C:20]([CH:22]3[NH:27][CH2:26][CH2:25][N:24]4[C:28]([C:31]5[CH:36]=[CH:35][C:34]([O:37][CH3:38])=[CH:33][CH:32]=5)=[N:29][N:30]=[C:23]34)[O:19][N:18]=2)[CH:14]=[CH:15][CH:16]=1. (5) The reactants are [Br:1][C:2]1[CH:16]=[CH:15][C:5]2[C:6]3[N:7]([CH:11]=[C:12](I)[N:13]=3)[CH2:8][CH2:9][O:10][C:4]=2[CH:3]=1.[F:17][C:18]([F:26])([F:25])[CH2:19][N:20]1[CH:24]=[N:23][CH:22]=[N:21]1. No catalyst specified. The product is [Br:1][C:2]1[CH:16]=[CH:15][C:5]2[C:6]3[N:7]([CH:11]=[C:12]([C:24]4[N:20]([CH2:19][C:18]([F:26])([F:25])[F:17])[N:21]=[CH:22][N:23]=4)[N:13]=3)[CH2:8][CH2:9][O:10][C:4]=2[CH:3]=1. The yield is 0.100.